This data is from Forward reaction prediction with 1.9M reactions from USPTO patents (1976-2016). The task is: Predict the product of the given reaction. Given the reactants C(O)(C(F)(F)F)=O.[CH3:8][O:9][C:10]([C:12]1[CH:17]=[C:16]([NH:18][C@@H:19]2[CH2:23][CH2:22][N:21](C(OC(C)(C)C)=O)[CH2:20]2)[N:15]=[C:14]([C:31]2[CH:36]=[CH:35][N:34]=[C:33]([NH:37][CH:38]3[CH2:43][CH2:42][CH2:41][CH2:40][CH2:39]3)[CH:32]=2)[CH:13]=1)=[O:11], predict the reaction product. The product is: [CH3:8][O:9][C:10]([C:12]1[CH:17]=[C:16]([NH:18][C@@H:19]2[CH2:23][CH2:22][NH:21][CH2:20]2)[N:15]=[C:14]([C:31]2[CH:36]=[CH:35][N:34]=[C:33]([NH:37][CH:38]3[CH2:43][CH2:42][CH2:41][CH2:40][CH2:39]3)[CH:32]=2)[CH:13]=1)=[O:11].